The task is: Predict the product of the given reaction.. This data is from Forward reaction prediction with 1.9M reactions from USPTO patents (1976-2016). Given the reactants [Br:1][C:2]1[CH:7]=[C:6]([CH3:8])[CH:5]=[CH:4][C:3]=1[OH:9].[O:10]1[CH:15]=[CH:14][CH2:13][CH2:12][CH2:11]1, predict the reaction product. The product is: [Br:1][C:2]1[CH:7]=[C:6]([CH3:8])[CH:5]=[CH:4][C:3]=1[O:9][CH:11]1[CH2:12][CH2:13][CH2:14][CH2:15][O:10]1.